This data is from Reaction yield outcomes from USPTO patents with 853,638 reactions. The task is: Predict the reaction yield, written as a fraction of the theoretical maximum amount of product (1.0 means a 100% yield; for example, 0.34 means a 34% yield). (1) The reactants are C(OC([NH:8][C:9]1[CH:14]=[CH:13][C:12]([C:15]([CH3:18])([CH3:17])[CH3:16])=[C:11]([NH:19][C:20]([C:22]2[C:31](=[O:32])[C:30]3[C:25](=[CH:26][CH:27]=[CH:28][CH:29]=3)[NH:24][CH:23]=2)=[O:21])[CH:10]=1)=O)(C)(C)C.C(O)(C(F)(F)F)=O. The catalyst is C(Cl)Cl. The product is [NH2:8][C:9]1[CH:14]=[CH:13][C:12]([C:15]([CH3:18])([CH3:17])[CH3:16])=[C:11]([NH:19][C:20]([C:22]2[C:31](=[O:32])[C:30]3[C:25](=[CH:26][CH:27]=[CH:28][CH:29]=3)[NH:24][CH:23]=2)=[O:21])[CH:10]=1. The yield is 0.560. (2) The reactants are [Br:1][C:2]1[CH:7]=[CH:6][C:5]([NH2:8])=[C:4]([C:9]2[NH:10][N:11]=[CH:12][N:13]=2)[CH:3]=1.Cl[CH2:15][C:16](Cl)=[O:17].[OH-].[Na+].Cl. The catalyst is O1CCOCC1.N1C=CC=CC=1.C(OCC)C. The product is [Br:1][C:2]1[CH:7]=[CH:6][C:5]2[NH:8][C:16](=[O:17])[CH2:15][N:10]3[C:9](=[N:13][CH:12]=[N:11]3)[C:4]=2[CH:3]=1. The yield is 0.460. (3) The reactants are [N:1]1[CH:6]=[CH:5][C:4]([NH:7][C@@H:8]2[CH2:13][CH2:12][C@H:11]([C:14]([OH:16])=O)[CH2:10][CH2:9]2)=[CH:3][CH:2]=1.[NH3:17].C1COCC1. The catalyst is S(Cl)(Cl)=O.C(Cl)Cl. The product is [N:1]1[CH:6]=[CH:5][C:4]([NH:7][C@@H:8]2[CH2:13][CH2:12][C@H:11]([C:14]([NH2:17])=[O:16])[CH2:10][CH2:9]2)=[CH:3][CH:2]=1. The yield is 0.680. (4) The reactants are [CH3:1][C:2]([S:9]([C:12]1[CH:17]=[CH:16][CH:15]=[C:14]([C:18]([F:21])([F:20])[F:19])[CH:13]=1)(=[O:11])=[O:10])([CH3:8])[C:3]([O:5]CC)=[O:4].O[Li].O. The catalyst is C1COCC1.CO.O. The product is [CH3:8][C:2]([S:9]([C:12]1[CH:17]=[CH:16][CH:15]=[C:14]([C:18]([F:20])([F:21])[F:19])[CH:13]=1)(=[O:11])=[O:10])([CH3:1])[C:3]([OH:5])=[O:4]. The yield is 0.930. (5) The reactants are Cl[C:2]([O:4][C:5]1[CH:10]=[CH:9][C:8]([N+:11]([O-:13])=[O:12])=[CH:7][CH:6]=1)=[O:3].[N:14]1[CH:19]=[CH:18][CH:17]=[CH:16][C:15]=1[S:20][S:21][CH2:22][CH2:23][OH:24].C(N(CC)C(C)C)(C)C. The catalyst is ClCCl. The product is [C:2](=[O:3])([O:24][CH2:23][CH2:22][S:21][S:20][C:15]1[CH:16]=[CH:17][CH:18]=[CH:19][N:14]=1)[O:4][C:5]1[CH:6]=[CH:7][C:8]([N+:11]([O-:13])=[O:12])=[CH:9][CH:10]=1. The yield is 0.810. (6) The reactants are O=C1[O:7][C:6](=[O:8])[CH2:5][N:4]([CH2:9][CH2:10][N:11]([CH2:16][CH2:17][N:18]2[CH2:23][C:22](=[O:24])[O:21][C:20](=[O:25])[CH2:19]2)[CH2:12][C:13]([OH:15])=[O:14])[CH2:3]1.[NH2:26][CH2:27][CH2:28][CH2:29][CH2:30][CH2:31][CH2:32][CH2:33][CH2:34][CH2:35][CH2:36][C:37]([NH:39][CH2:40][CH2:41][O:42][CH2:43][CH2:44][O:45][CH2:46][CH2:47][O:48][CH2:49][CH2:50][O:51][CH2:52][CH2:53][O:54][CH2:55][CH2:56][O:57][CH2:58][CH2:59][O:60][CH3:61])=[O:38].C[N:63]([CH:65]=[O:66])[CH3:64]. No catalyst specified. The product is [C:13]([CH2:12][N:11]([CH2:10][CH2:9][N:4]([CH2:5][C:6]([OH:7])=[O:8])[CH2:3][C:65](=[O:66])[NH:63][CH2:64][CH2:28][CH2:29][CH2:30][CH2:31][CH2:32][CH2:33][CH2:34][CH2:35][CH2:36][C:37](=[O:38])[NH:39][CH2:40][CH2:41][O:42][CH2:43][CH2:44][O:45][CH2:46][CH2:47][O:48][CH2:49][CH2:50][O:51][CH2:52][CH2:53][O:54][CH2:55][CH2:56][O:57][CH2:58][CH2:59][O:60][CH3:61])[CH2:16][CH2:17][N:18]([CH2:19][C:20](=[O:25])[NH:26][CH2:27][CH2:28][CH2:29][CH2:30][CH2:31][CH2:32][CH2:33][CH2:34][CH2:35][CH2:36][C:37](=[O:38])[NH:39][CH2:40][CH2:41][O:42][CH2:43][CH2:44][O:45][CH2:46][CH2:47][O:48][CH2:49][CH2:50][O:51][CH2:52][CH2:53][O:54][CH2:55][CH2:56][O:57][CH2:58][CH2:59][O:60][CH3:61])[CH2:23][C:22]([OH:21])=[O:24])([OH:15])=[O:14]. The yield is 0.740. (7) The reactants are [CH:1]([Si:4]([CH:35]([CH3:37])[CH3:36])([CH:32]([CH3:34])[CH3:33])[O:5][C@H:6]1[CH2:10][CH2:9][N:8]([C:11]2[N:15]3[CH:16]=[C:17]([O:20][C@H:21]4[C:30]5[C:25](=[CH:26][CH:27]=[CH:28][CH:29]=5)[C@@H:24]([NH2:31])[CH2:23][CH2:22]4)[CH:18]=[CH:19][C:14]3=[N:13][N:12]=2)[CH2:7]1)([CH3:3])[CH3:2].ClC(Cl)(Cl)C[O:41][C:42](=O)[NH:43][C:44]1[N:45]([C:53]2[CH:58]=[CH:57][C:56]([CH3:59])=[CH:55][CH:54]=2)[N:46]=[C:47]([C:49]([CH3:52])([CH3:51])[CH3:50])[CH:48]=1.CCN(C(C)C)C(C)C.N. The catalyst is CN(C=O)C.CO.C(Cl)Cl. The product is [C:49]([C:47]1[CH:48]=[C:44]([NH:43][C:42]([NH:31][C@@H:24]2[C:25]3[C:30](=[CH:29][CH:28]=[CH:27][CH:26]=3)[C@H:21]([O:20][C:17]3[CH:18]=[CH:19][C:14]4[N:15]([C:11]([N:8]5[CH2:9][CH2:10][C@H:6]([O:5][Si:4]([CH:1]([CH3:3])[CH3:2])([CH:32]([CH3:34])[CH3:33])[CH:35]([CH3:37])[CH3:36])[CH2:7]5)=[N:12][N:13]=4)[CH:16]=3)[CH2:22][CH2:23]2)=[O:41])[N:45]([C:53]2[CH:58]=[CH:57][C:56]([CH3:59])=[CH:55][CH:54]=2)[N:46]=1)([CH3:52])([CH3:50])[CH3:51]. The yield is 0.230. (8) The reactants are [C:9](O[C:9]([O:11][C:12]([CH3:15])([CH3:14])[CH3:13])=[O:10])([O:11][C:12]([CH3:15])([CH3:14])[CH3:13])=[O:10].[CH3:16][C:17]([NH2:37])([CH3:36])[CH2:18][C:19]1[C:27]2[C:22](=[C:23]([O:28][CH2:29][C:30]3[CH:35]=[CH:34][CH:33]=[CH:32][CH:31]=3)[CH:24]=[CH:25][CH:26]=2)[NH:21][CH:20]=1.C(N(CC)CC)C.C(Cl)Cl. The catalyst is O. The product is [C:12]([O:11][C:9](=[O:10])[NH:37][C:17]([CH3:36])([CH3:16])[CH2:18][C:19]1[C:27]2[C:22](=[C:23]([O:28][CH2:29][C:30]3[CH:35]=[CH:34][CH:33]=[CH:32][CH:31]=3)[CH:24]=[CH:25][CH:26]=2)[NH:21][CH:20]=1)([CH3:13])([CH3:14])[CH3:15]. The yield is 0.700. (9) The reactants are Cl[CH:2]([CH:10]1[CH2:15][CH2:14][CH2:13][CH2:12][CH2:11]1)[C:3]1[CH:7]=[C:6]([CH3:8])[S:5][C:4]=1[CH3:9].[NH2:16][C:17]1[CH:26]=[CH:25][C:20]([C:21]([O:23]C)=[O:22])=[CH:19][CH:18]=1.[I-].[Na+].C(=O)([O-])[O-].[Na+].[Na+].Cl.[OH-].[Na+]. The catalyst is C(O)C.O1CCCC1.CN(C)C(=O)C. The product is [CH:10]1([CH:2]([NH:16][C:17]2[CH:26]=[CH:25][C:20]([C:21]([OH:23])=[O:22])=[CH:19][CH:18]=2)[C:3]2[CH:7]=[C:6]([CH3:8])[S:5][C:4]=2[CH3:9])[CH2:15][CH2:14][CH2:13][CH2:12][CH2:11]1. The yield is 0.880. (10) The product is [CH2:1]([O:8][C:9](=[O:14])[C@H:10]([CH2:12][OH:13])[NH:11][C:27](=[O:28])[CH2:26][C@H:25]([O:24][C:15](=[O:23])[CH2:16][CH2:17][CH2:18][CH2:19][CH2:20][CH2:21][CH3:22])[CH2:30][CH2:31][CH2:32][CH2:33][CH2:34][CH2:35][CH2:36][CH2:37][CH2:38][CH2:39][CH3:40])[C:2]1[CH:7]=[CH:6][CH:5]=[CH:4][CH:3]=1. The reactants are [CH2:1]([O:8][C:9](=[O:14])[C@H:10]([CH2:12][OH:13])[NH2:11])[C:2]1[CH:7]=[CH:6][CH:5]=[CH:4][CH:3]=1.[C:15]([O:24][C@H:25]([CH2:30][CH2:31][CH2:32][CH2:33][CH2:34][CH2:35][CH2:36][CH2:37][CH2:38][CH2:39][CH3:40])[CH2:26][C:27](O)=[O:28])(=[O:23])[CH2:16][CH2:17][CH2:18][CH2:19][CH2:20][CH2:21][CH3:22].C(Cl)CCl.CI. The catalyst is C(Cl)Cl. The yield is 0.930.